From a dataset of Peptide-MHC class I binding affinity with 185,985 pairs from IEDB/IMGT. Regression. Given a peptide amino acid sequence and an MHC pseudo amino acid sequence, predict their binding affinity value. This is MHC class I binding data. (1) The peptide sequence is FGCKPLTMFL. The MHC is HLA-B51:01 with pseudo-sequence HLA-B51:01. The binding affinity (normalized) is 0.0327. (2) The peptide sequence is IRHVDGKILF. The MHC is Mamu-B17 with pseudo-sequence Mamu-B17. The binding affinity (normalized) is 0.182. (3) The MHC is HLA-B35:01 with pseudo-sequence HLA-B35:01. The binding affinity (normalized) is 0.352. The peptide sequence is DYNFVKQLF. (4) The MHC is Patr-B0101 with pseudo-sequence Patr-B0101. The peptide sequence is YTGDFDSVA. The binding affinity (normalized) is 0.315.